From a dataset of Full USPTO retrosynthesis dataset with 1.9M reactions from patents (1976-2016). Predict the reactants needed to synthesize the given product. (1) Given the product [F:37][C:23]1[S:22][C:21]([C:18]2[CH:19]=[CH:20][C:15]([C:12]3[CH:11]=[CH:10][C:9]([C:6]4([C:4]([OH:5])=[O:3])[CH2:8][CH2:7]4)=[CH:14][CH:13]=3)=[C:16]([O:38][CH3:39])[CH:17]=2)=[C:25]([NH:26][C:27]([O:29][C@@H:30]([C:32]2[S:33][CH:34]=[CH:35][CH:36]=2)[CH3:31])=[O:28])[CH:24]=1, predict the reactants needed to synthesize it. The reactants are: C([O:3][C:4]([C:6]1([C:9]2[CH:14]=[CH:13][C:12]([C:15]3[CH:20]=[CH:19][C:18]([C:21]4[S:22][C:23]([F:37])=[CH:24][C:25]=4[NH:26][C:27]([O:29][C@@H:30]([C:32]4[S:33][CH:34]=[CH:35][CH:36]=4)[CH3:31])=[O:28])=[CH:17][C:16]=3[O:38][CH3:39])=[CH:11][CH:10]=2)[CH2:8][CH2:7]1)=[O:5])C.[OH-].[Na+].Cl. (2) Given the product [CH3:51][N:52]([CH2:15][C:17]1[C:25]2[C:20](=[CH:21][CH:22]=[C:23]([NH:26][C:27](=[O:49])[CH2:28][N:29]3[CH:33]=[C:32]([O:34][C:35]4[C:44]5[C:39](=[CH:40][C:41]([O:47][CH3:48])=[C:42]([O:45][CH3:46])[CH:43]=5)[N:38]=[CH:37][N:36]=4)[CH:31]=[N:30]3)[CH:24]=2)[NH:19][C:18]=1[CH3:50])[CH3:53], predict the reactants needed to synthesize it. The reactants are: C(O[BH-](OC(=O)C)OC(=O)C)(=O)C.[Na+].[CH:15]([C:17]1[C:25]2[C:20](=[CH:21][CH:22]=[C:23]([NH:26][C:27](=[O:49])[CH2:28][N:29]3[CH:33]=[C:32]([O:34][C:35]4[C:44]5[C:39](=[CH:40][C:41]([O:47][CH3:48])=[C:42]([O:45][CH3:46])[CH:43]=5)[N:38]=[CH:37][N:36]=4)[CH:31]=[N:30]3)[CH:24]=2)[NH:19][C:18]=1[CH3:50])=O.[CH3:51][NH:52][CH3:53].